This data is from Reaction yield outcomes from USPTO patents with 853,638 reactions. The task is: Predict the reaction yield, written as a fraction of the theoretical maximum amount of product (1.0 means a 100% yield; for example, 0.34 means a 34% yield). (1) The reactants are [F:1][C:2]1[C:3]([NH2:9])=[N:4][C:5](=[O:8])[NH:6][CH:7]=1.CC#N.[C:13]1([S:19](Cl)(=[O:21])=[O:20])[CH:18]=[CH:17][CH:16]=[CH:15][CH:14]=1. The catalyst is O. The product is [NH2:9][C:3]1[C:2]([F:1])=[CH:7][N:6]([S:19]([C:13]2[CH:18]=[CH:17][CH:16]=[CH:15][CH:14]=2)(=[O:21])=[O:20])[C:5](=[O:8])[N:4]=1. The yield is 0.720. (2) The reactants are Cl.[CH3:2][O:3][NH2:4].[CH3:5][N:6]([C:14]1[S:15][C:16]([C:19]2[CH:20]=[N:21][CH:22]=[CH:23][CH:24]=2)=[N:17][N:18]=1)[C:7](=[O:13])[CH2:8][CH2:9][C:10](=O)[CH3:11].C([O-])(=O)C.[Na+]. The product is [CH3:5][N:6]([C:14]1[S:15][C:16]([C:19]2[CH:20]=[N:21][CH:22]=[CH:23][CH:24]=2)=[N:17][N:18]=1)[C:7](=[O:13])[CH2:8][CH2:9]/[C:10](=[N:4]/[O:3][CH3:2])/[CH3:11]. The yield is 0.360. The catalyst is C(O)C. (3) The reactants are [F:1][CH:2]([F:42])[C:3]1[N:7]([C:8]2[N:13]=[C:12]([N:14]3[CH2:19][CH2:18][O:17][CH2:16][CH2:15]3)[N:11]=[C:10]([N:20]([CH2:34][CH2:35][CH2:36]O)[CH:21]3[CH2:26][CH2:25][N:24]([C:27]([O:29][C:30]([CH3:33])([CH3:32])[CH3:31])=[O:28])[CH2:23][CH2:22]3)[N:9]=2)[C:6]2[CH:38]=[CH:39][CH:40]=[CH:41][C:5]=2[N:4]=1.CS(Cl)(=O)=O.[CH3:48][NH:49][CH3:50]. No catalyst specified. The product is [F:1][CH:2]([F:42])[C:3]1[N:7]([C:8]2[N:13]=[C:12]([N:14]3[CH2:19][CH2:18][O:17][CH2:16][CH2:15]3)[N:11]=[C:10]([N:20]([CH2:34][CH2:35][CH2:36][N:49]([CH3:50])[CH3:48])[CH:21]3[CH2:26][CH2:25][N:24]([C:27]([O:29][C:30]([CH3:33])([CH3:32])[CH3:31])=[O:28])[CH2:23][CH2:22]3)[N:9]=2)[C:6]2[CH:38]=[CH:39][CH:40]=[CH:41][C:5]=2[N:4]=1. The yield is 0.950. (4) The reactants are [CH2:1]([O:3][C:4](=[O:9])[CH2:5][CH2:6][CH2:7]Br)[CH3:2].[OH:10][N:11]1[C:15](=[O:16])[C:14]2=[CH:17][CH:18]=[CH:19][CH:20]=[C:13]2[C:12]1=[O:21].CCN(C(C)C)C(C)C.[Cl-].[NH4+]. The catalyst is CN(C)C=O. The product is [CH2:1]([O:3][C:4](=[O:9])[CH2:5][CH2:6][CH2:7][O:10][N:11]1[C:15](=[O:16])[C:14]2[C:13](=[CH:20][CH:19]=[CH:18][CH:17]=2)[C:12]1=[O:21])[CH3:2]. The yield is 1.00. (5) The reactants are [Si:1](Cl)([C:4]([CH3:7])([CH3:6])[CH3:5])([CH3:3])[CH3:2].[OH:9][C:10]1[CH:15]=[CH:14][C:13]([CH2:16][C:17]([O:19][CH2:20][C:21]2[CH:26]=[CH:25][CH:24]=[CH:23][CH:22]=2)=[O:18])=[CH:12][CH:11]=1.N1C=CN=C1. The catalyst is CN(C)C=O. The product is [Si:1]([O:9][C:10]1[CH:11]=[CH:12][C:13]([CH2:16][C:17]([O:19][CH2:20][C:21]2[CH:22]=[CH:23][CH:24]=[CH:25][CH:26]=2)=[O:18])=[CH:14][CH:15]=1)([C:4]([CH3:7])([CH3:6])[CH3:5])([CH3:3])[CH3:2]. The yield is 0.620. (6) The reactants are Cl[C:2]1[N:7]=[C:6]([NH:8][C:9]2[N:14]=[CH:13][C:12]3[N:15]=[CH:16][N:17]([CH:18]([CH3:20])[CH3:19])[C:11]=3[CH:10]=2)[CH:5]=[CH:4][N:3]=1.[N:21]1[CH:22]=[CH:23][N:24]2[CH2:29][CH2:28][NH:27][CH2:26][C:25]=12.C(N(CC)CC)C. The catalyst is C(O)(C)C. The product is [N:21]1[CH:22]=[CH:23][N:24]2[CH2:29][CH2:28][N:27]([C:2]3[N:7]=[C:6]([NH:8][C:9]4[N:14]=[CH:13][C:12]5[N:15]=[CH:16][N:17]([CH:18]([CH3:20])[CH3:19])[C:11]=5[CH:10]=4)[CH:5]=[CH:4][N:3]=3)[CH2:26][C:25]=12. The yield is 0.620. (7) The reactants are C(OC([N:8]1[C:13]2[CH:14]=[C:15]([Cl:20])[C:16]([O:18][CH3:19])=[CH:17][C:12]=2[O:11][CH:10]([C:21]([N:23]2[CH2:28][CH2:27][C:26]([C:37]([O:39][CH2:40][CH3:41])=[O:38])([CH2:29][C:30]3[CH:35]=[CH:34][C:33]([F:36])=[CH:32][CH:31]=3)[CH2:25][CH2:24]2)=[O:22])[CH2:9]1)=O)(C)(C)C.FC(F)(F)C(O)=O. The catalyst is C(Cl)Cl. The product is [CH2:40]([O:39][C:37]([C:26]1([CH2:29][C:30]2[CH:31]=[CH:32][C:33]([F:36])=[CH:34][CH:35]=2)[CH2:27][CH2:28][N:23]([C:21]([CH:10]2[CH2:9][NH:8][C:13]3[CH:14]=[C:15]([Cl:20])[C:16]([O:18][CH3:19])=[CH:17][C:12]=3[O:11]2)=[O:22])[CH2:24][CH2:25]1)=[O:38])[CH3:41]. The yield is 0.780. (8) The reactants are [CH2:1]([N:8]1[CH:17]=[C:16]([CH2:18][C:19]2[C:27]3[C:22](=[CH:23][CH:24]=[C:25]([F:28])[CH:26]=3)[N:21]([CH2:29][C:30]([O:32]C)=[O:31])[C:20]=2[CH3:34])[C:15]2[C:10](=[CH:11][CH:12]=[CH:13][CH:14]=2)[C:9]1=[O:35])[C:2]1[CH:7]=[CH:6][CH:5]=[CH:4][CH:3]=1.C1COCC1.[OH-].[Li+].Cl. The catalyst is O.CO. The product is [CH2:1]([N:8]1[CH:17]=[C:16]([CH2:18][C:19]2[C:27]3[C:22](=[CH:23][CH:24]=[C:25]([F:28])[CH:26]=3)[N:21]([CH2:29][C:30]([OH:32])=[O:31])[C:20]=2[CH3:34])[C:15]2[C:10](=[CH:11][CH:12]=[CH:13][CH:14]=2)[C:9]1=[O:35])[C:2]1[CH:3]=[CH:4][CH:5]=[CH:6][CH:7]=1. The yield is 0.630. (9) The reactants are [Br:1][C:2]1[CH:3]=[CH:4][C:5]([O:12][CH3:13])=[C:6]([CH:11]=1)[C:7]([O:9]C)=[O:8].[OH-].[K+].Cl. The catalyst is CO. The product is [Br:1][C:2]1[CH:3]=[CH:4][C:5]([O:12][CH3:13])=[C:6]([CH:11]=1)[C:7]([OH:9])=[O:8]. The yield is 0.850.